Dataset: Full USPTO retrosynthesis dataset with 1.9M reactions from patents (1976-2016). Task: Predict the reactants needed to synthesize the given product. Given the product [CH3:24][O:25][N:26]=[C:18]([CH2:17][C:16]([CH3:22])([CH3:21])[CH2:15][N:14]1[C:10]2[C:9]3[CH:8]=[CH:7][CH:6]=[CH:5][C:4]=3[N:3]=[C:2]([NH2:1])[C:11]=2[N:12]=[CH:13]1)[CH3:19], predict the reactants needed to synthesize it. The reactants are: [NH2:1][C:2]1[C:11]2[N:12]=[CH:13][N:14]([CH2:15][C:16]([CH3:22])([CH3:21])[CH2:17][C:18](=O)[CH3:19])[C:10]=2[C:9]2[CH:8]=[CH:7][CH:6]=[CH:5][C:4]=2[N:3]=1.Cl.[CH3:24][O:25][NH2:26].